Task: Predict the reactants needed to synthesize the given product.. Dataset: Full USPTO retrosynthesis dataset with 1.9M reactions from patents (1976-2016) (1) Given the product [C:7]([C:11]1[N:12]=[C:13]([CH:18]2[CH2:21][CH2:20][CH2:19]2)[CH:14]=[C:15]([N:1]2[CH2:6][CH2:5][NH:4][CH2:3][CH2:2]2)[N:16]=1)([CH3:10])([CH3:8])[CH3:9], predict the reactants needed to synthesize it. The reactants are: [NH:1]1[CH2:6][CH2:5][NH:4][CH2:3][CH2:2]1.[C:7]([C:11]1[N:16]=[C:15](Cl)[CH:14]=[C:13]([CH:18]2[CH2:21][CH2:20][CH2:19]2)[N:12]=1)([CH3:10])([CH3:9])[CH3:8]. (2) The reactants are: [Cl:1][C:2]1[CH:7]=[CH:6][C:5]([C:8]2[C:12]([C:13](OCC)=[O:14])=[C:11]([C:18]([F:21])([F:20])[F:19])[S:10][N:9]=2)=[CH:4][CH:3]=1.CC(C[AlH]CC(C)C)C. Given the product [Cl:1][C:2]1[CH:7]=[CH:6][C:5]([C:8]2[C:12]([CH2:13][OH:14])=[C:11]([C:18]([F:20])([F:19])[F:21])[S:10][N:9]=2)=[CH:4][CH:3]=1, predict the reactants needed to synthesize it. (3) Given the product [CH:21]([N:17]1[C:18]2[C:14](=[CH:13][C:12]([N:8]3[CH2:7][C@H:6]([C:4]([NH2:1])=[O:3])[O:10][C:9]3=[O:11])=[CH:20][CH:19]=2)[CH2:15][C:16]1=[O:25])([CH2:23][CH3:24])[CH3:22], predict the reactants needed to synthesize it. The reactants are: [NH3:1].C[O:3][C:4]([C@@H:6]1[O:10][C:9](=[O:11])[N:8]([C:12]2[CH:13]=[C:14]3[C:18](=[CH:19][CH:20]=2)[N:17]([CH:21]([CH2:23][CH3:24])[CH3:22])[C:16](=[O:25])[CH2:15]3)[CH2:7]1)=O. (4) Given the product [CH2:14]([NH:21][CH2:6][C@@H:7]1[CH2:11][O:10][C:9]([CH3:12])([CH3:13])[O:8]1)[C:15]1[CH:20]=[CH:19][CH:18]=[CH:17][CH:16]=1, predict the reactants needed to synthesize it. The reactants are: CS(O[CH2:6][C@@H:7]1[CH2:11][O:10][C:9]([CH3:13])([CH3:12])[O:8]1)(=O)=O.[CH2:14]([NH2:21])[C:15]1[CH:20]=[CH:19][CH:18]=[CH:17][CH:16]=1.CCOC(C)=O.C1C=C2C(C(O)(O)C(=O)C2=CC=1)=O.